From a dataset of NCI-60 drug combinations with 297,098 pairs across 59 cell lines. Regression. Given two drug SMILES strings and cell line genomic features, predict the synergy score measuring deviation from expected non-interaction effect. (1) Drug 1: C1=CC(=CC=C1C#N)C(C2=CC=C(C=C2)C#N)N3C=NC=N3. Drug 2: C1C(C(OC1N2C=NC3=C(N=C(N=C32)Cl)N)CO)O. Cell line: NCI-H322M. Synergy scores: CSS=2.01, Synergy_ZIP=-1.52, Synergy_Bliss=-1.05, Synergy_Loewe=-4.15, Synergy_HSA=-3.03. (2) Drug 1: CC1=C2C(C(=O)C3(C(CC4C(C3C(C(C2(C)C)(CC1OC(=O)C(C(C5=CC=CC=C5)NC(=O)OC(C)(C)C)O)O)OC(=O)C6=CC=CC=C6)(CO4)OC(=O)C)OC)C)OC. Drug 2: CC1=CC=C(C=C1)C2=CC(=NN2C3=CC=C(C=C3)S(=O)(=O)N)C(F)(F)F. Cell line: NCI-H226. Synergy scores: CSS=43.2, Synergy_ZIP=10.9, Synergy_Bliss=10.9, Synergy_Loewe=2.66, Synergy_HSA=11.8. (3) Drug 1: CC1=C(C(CCC1)(C)C)C=CC(=CC=CC(=CC(=O)O)C)C. Drug 2: CN1C(=O)N2C=NC(=C2N=N1)C(=O)N. Cell line: SF-539. Synergy scores: CSS=13.9, Synergy_ZIP=-6.65, Synergy_Bliss=-1.75, Synergy_Loewe=-15.4, Synergy_HSA=-3.12.